The task is: Regression/Classification. Given a drug SMILES string, predict its absorption, distribution, metabolism, or excretion properties. Task type varies by dataset: regression for continuous measurements (e.g., permeability, clearance, half-life) or binary classification for categorical outcomes (e.g., BBB penetration, CYP inhibition). Dataset: cyp2c19_veith.. This data is from CYP2C19 inhibition data for predicting drug metabolism from PubChem BioAssay. (1) The molecule is Cn1c(O)c(C(c2ccccn2)c2c(O)n(C)c(=S)n(C)c2=O)c(=O)n(C)c1=S. The result is 0 (non-inhibitor). (2) The molecule is CCOC(=O)c1cccc(NC(=O)COc2ccc([N+](=O)[O-])cc2)c1. The result is 1 (inhibitor). (3) The molecule is N#Cc1cccc(-c2nc(N3CCNCC3)c3ccccc3n2)c1. The result is 0 (non-inhibitor). (4) The compound is COc1ccc(C(C(=O)NC(C)(C)C)N(C(=O)CNC(=O)c2cccs2)c2ccc(C(C)C)cc2)cc1OC. The result is 1 (inhibitor). (5) The compound is NCC[C@H](O)C(=O)N[C@H]1C[C@@H](N)[C@@H](O[C@H]2O[C@@H](CN)[C@@H](O)[C@@H](O)[C@@H]2N)[C@@H](O[C@H]2O[C@@H](CO)[C@@H](O)[C@@H]2O)[C@@H]1O. The result is 0 (non-inhibitor). (6) The drug is NC(=S)Nn1c(CCC(=O)O)ccc1-c1ccc(Br)cc1. The result is 0 (non-inhibitor). (7) The molecule is O=c1cnc2cnc(Oc3cccc(Cl)c3)nc2n1CCc1ccccc1. The result is 1 (inhibitor). (8) The compound is OCCCNc1ncnc2[nH]ncc12. The result is 0 (non-inhibitor). (9) The compound is CCOC(=O)Nc1ccc2c(c1)OCO2. The result is 1 (inhibitor).